Dataset: Full USPTO retrosynthesis dataset with 1.9M reactions from patents (1976-2016). Task: Predict the reactants needed to synthesize the given product. (1) Given the product [C:26]([O:25][C:23]([N:21]1[CH2:20][CH2:19][N:18]([CH3:36])[C:17]([C:13]2[N:12]=[C:11]([C:31]([O:33][CH3:34])=[O:32])[C:10]([OH:9])=[C:15]([OH:16])[N:14]=2)([CH3:30])[CH2:22]1)=[O:24])([CH3:29])([CH3:27])[CH3:28], predict the reactants needed to synthesize it. The reactants are: C([O:9][C:10]1[C:11]([C:31]([O:33][CH3:34])=[O:32])=[N:12][C:13]([C:17]2([CH3:30])[CH2:22][N:21]([C:23]([O:25][C:26]([CH3:29])([CH3:28])[CH3:27])=[O:24])[CH2:20][CH2:19][NH:18]2)=[N:14][C:15]=1[OH:16])(=O)C1C=CC=CC=1.[BH3-][C:36]#N.[Na+].C(O[Na])(C)=O.C=O. (2) Given the product [NH2:2][CH2:1][CH2:3][CH:4]1[CH2:11][N:10]2[C:12]3[CH:13]=[C:14]([C:25]([O:27][CH3:28])=[O:26])[CH:15]=[CH:16][C:17]=3[C:18]([CH:19]3[CH2:20][CH2:21][CH2:22][CH2:23][CH2:24]3)=[C:9]2[C:8]2[CH:29]=[CH:30][CH:31]=[CH:32][C:7]=2[O:6][CH2:5]1, predict the reactants needed to synthesize it. The reactants are: [C:1]([CH2:3][CH:4]1[CH2:11][N:10]2[C:12]3[CH:13]=[C:14]([C:25]([O:27][CH3:28])=[O:26])[CH:15]=[CH:16][C:17]=3[C:18]([CH:19]3[CH2:24][CH2:23][CH2:22][CH2:21][CH2:20]3)=[C:9]2[C:8]2[CH:29]=[CH:30][CH:31]=[CH:32][C:7]=2[O:6][CH2:5]1)#[N:2]. (3) Given the product [CH3:17][O:16][C:6]1[C:7]([O:14][CH3:15])=[CH:8][C:9]([N+:11]([O-:13])=[O:12])=[CH:10][C:5]=1[O:4][CH2:3][CH2:2][N:28]1[CH2:29][CH2:30][N:25]([CH3:24])[CH2:26][CH2:27]1, predict the reactants needed to synthesize it. The reactants are: Cl[CH2:2][CH2:3][O:4][C:5]1[CH:10]=[C:9]([N+:11]([O-:13])=[O:12])[CH:8]=[C:7]([O:14][CH3:15])[C:6]=1[O:16][CH3:17].C([O-])([O-])=O.[K+].[K+].[CH3:24][N:25]1[CH2:30][CH2:29][NH:28][CH2:27][CH2:26]1.N1CCNCC1. (4) Given the product [F:48][CH:46]([F:47])[CH2:45][N:29]1[CH2:30][CH2:31][CH:26]([N:25]([CH3:32])[C:23]([N:11]2[CH2:12][C:13]([C:15]3[CH:20]=[C:19]([F:21])[CH:18]=[CH:17][C:16]=3[F:22])=[CH:14][C:10]2([CH2:9][OH:8])[C:33]2[CH:38]=[CH:37][CH:36]=[CH:35][CH:34]=2)=[O:24])[CH2:27][CH2:28]1, predict the reactants needed to synthesize it. The reactants are: [Si]([O:8][CH2:9][C:10]1([C:33]2[CH:38]=[CH:37][CH:36]=[CH:35][CH:34]=2)[CH:14]=[C:13]([C:15]2[CH:20]=[C:19]([F:21])[CH:18]=[CH:17][C:16]=2[F:22])[CH2:12][N:11]1[C:23]([N:25]([CH3:32])[CH:26]1[CH2:31][CH2:30][NH:29][CH2:28][CH2:27]1)=[O:24])(C(C)(C)C)(C)C.FC(F)(F)S(O[CH2:45][CH:46]([F:48])[F:47])(=O)=O.C(N(CC)CC)C. (5) The reactants are: [NH2:1][C:2]1[C:7]([CH2:8][C:9]2[CH:14]=[CH:13][CH:12]=[CH:11][CH:10]=2)=[N:6][C:5]([C:15]2[CH:20]=[CH:19][C:18]([O:21][CH3:22])=[CH:17][CH:16]=2)=[CH:4][N:3]=1.[C:23]1([CH2:29][C:30](Cl)=[O:31])[CH:28]=[CH:27][CH:26]=[CH:25][CH:24]=1.C(=O)(O)[O-].[Na+]. Given the product [CH2:8]([C:7]1[C:2]([NH:1][C:30](=[O:31])[CH2:29][C:23]2[CH:28]=[CH:27][CH:26]=[CH:25][CH:24]=2)=[N:3][CH:4]=[C:5]([C:15]2[CH:16]=[CH:17][C:18]([O:21][CH3:22])=[CH:19][CH:20]=2)[N:6]=1)[C:9]1[CH:10]=[CH:11][CH:12]=[CH:13][CH:14]=1, predict the reactants needed to synthesize it. (6) Given the product [Cl:1][C:2]1[CH:3]=[C:4]([N:8]([CH3:22])[S:9]([C:12]2[CH:13]=[C:14]3[C:18](=[CH:19][CH:20]=2)[NH:17][C:16](=[O:21])[C:15]3=[CH:40][C:35]2[NH:36][C:37]3[C:33]([CH:34]=2)=[CH:32][C:31]([O:30][CH2:29][CH2:28][N:23]2[CH2:27][CH2:26][CH2:25][CH2:24]2)=[CH:39][CH:38]=3)(=[O:11])=[O:10])[CH:5]=[CH:6][CH:7]=1, predict the reactants needed to synthesize it. The reactants are: [Cl:1][C:2]1[CH:3]=[C:4]([N:8]([CH3:22])[S:9]([C:12]2[CH:13]=[C:14]3[C:18](=[CH:19][CH:20]=2)[NH:17][C:16](=[O:21])[CH2:15]3)(=[O:11])=[O:10])[CH:5]=[CH:6][CH:7]=1.[N:23]1([CH2:28][CH2:29][O:30][C:31]2[CH:32]=[C:33]3[C:37](=[CH:38][CH:39]=2)[NH:36][C:35]([CH:40]=O)=[CH:34]3)[CH2:27][CH2:26][CH2:25][CH2:24]1. (7) Given the product [Cl:1][C:2]1[N:6]2[CH:7]=[C:8]([CH2:15][CH2:16][CH3:17])[CH:9]=[C:10]([C:11]([F:13])([F:12])[F:14])[C:5]2=[N:4][C:3]=1[C:18]([N:22]1[CH2:23][CH2:24][CH:25]([N:28]2[CH2:32][CH2:31][O:30][C:29]2=[O:33])[CH2:26][CH2:27]1)=[O:19], predict the reactants needed to synthesize it. The reactants are: [Cl:1][C:2]1[N:6]2[CH:7]=[C:8]([CH2:15][CH2:16][CH3:17])[CH:9]=[C:10]([C:11]([F:14])([F:13])[F:12])[C:5]2=[N:4][C:3]=1[C:18](O)=[O:19].Cl.[NH:22]1[CH2:27][CH2:26][CH:25]([N:28]2[CH2:32][CH2:31][O:30][C:29]2=[O:33])[CH2:24][CH2:23]1.C(N(C(C)C)C(C)C)C.F[P-](F)(F)(F)(F)F.CN(C(ON1C2=NC=CC=C2N=N1)=[N+](C)C)C. (8) Given the product [CH:32]1([C:2]2[N:7]=[CH:6][C:5]([NH:8][C:9](=[O:31])[CH2:10][N:11]3[C@@H:15]([CH2:16][CH:17]([CH3:19])[CH3:18])[CH2:14][N:13]([C:20]4[CH:21]=[N:22][C:23]([C:26]([F:27])([F:28])[F:29])=[CH:24][CH:25]=4)[C:12]3=[O:30])=[CH:4][CH:3]=2)[CH2:34][CH2:33]1, predict the reactants needed to synthesize it. The reactants are: Br[C:2]1[N:7]=[CH:6][C:5]([NH:8][C:9](=[O:31])[CH2:10][N:11]2[C@@H:15]([CH2:16][CH:17]([CH3:19])[CH3:18])[CH2:14][N:13]([C:20]3[CH:21]=[N:22][C:23]([C:26]([F:29])([F:28])[F:27])=[CH:24][CH:25]=3)[C:12]2=[O:30])=[CH:4][CH:3]=1.[CH:32]1(B(O)O)[CH2:34][CH2:33]1.C1(P(C2C=CC=CC=2)C2C=CC=CC=2)C=CC=CC=1.C(=O)([O-])[O-].[K+].[K+]. (9) The reactants are: [C:1]([NH:4][C:5]1[S:6][C:7]([CH2:22][C:23]2[CH:28]=[CH:27][C:26]([S:29]([CH3:32])(=[O:31])=[O:30])=[CH:25][CH:24]=2)=[C:8]([CH2:10][CH2:11][C:12]2[CH:17]=[CH:16][C:15]([CH2:18][C:19](O)=[O:20])=[CH:14][CH:13]=2)[N:9]=1)(=[O:3])[CH3:2].C(N1C=CN=C1)(N1C=CN=C1)=O.Cl.[NH2:46][C:47]([NH2:49])=[NH:48].C[O-].[Na+]. Given the product [C:1]([NH:4][C:5]1[S:6][C:7]([CH2:22][C:23]2[CH:24]=[CH:25][C:26]([S:29]([CH3:32])(=[O:30])=[O:31])=[CH:27][CH:28]=2)=[C:8]([CH2:10][CH2:11][C:12]2[CH:13]=[CH:14][C:15]([CH2:18][C:19]([NH:48][C:47]([NH2:49])=[NH:46])=[O:20])=[CH:16][CH:17]=2)[N:9]=1)(=[O:3])[CH3:2], predict the reactants needed to synthesize it. (10) Given the product [ClH:36].[NH2:7][C@@H:8]([CH2:26][C:27]1[CH:28]=[C:29]([F:34])[CH:30]=[C:31]([F:33])[CH:32]=1)[C@H:9]([OH:25])[CH2:10][NH:11][C:12]1([C:15]2[CH:20]=[CH:19][CH:18]=[C:17]([C:21]([F:22])([F:23])[F:24])[CH:16]=2)[CH2:14][CH2:13]1, predict the reactants needed to synthesize it. The reactants are: C(OC(=O)[NH:7][C@@H:8]([CH2:26][C:27]1[CH:32]=[C:31]([F:33])[CH:30]=[C:29]([F:34])[CH:28]=1)[C@H:9]([OH:25])[CH2:10][NH:11][C:12]1([C:15]2[CH:20]=[CH:19][CH:18]=[C:17]([C:21]([F:24])([F:23])[F:22])[CH:16]=2)[CH2:14][CH2:13]1)(C)(C)C.[ClH:36].